The task is: Predict the product of the given reaction.. This data is from Forward reaction prediction with 1.9M reactions from USPTO patents (1976-2016). Given the reactants C[O:2][C:3](=[O:23])[C:4]1[CH:9]=[C:8]([O:10][CH3:11])[CH:7]=[C:6]([N:12]([CH2:20][CH:21]=[CH2:22])[C:13]([O:15][C:16]([CH3:19])([CH3:18])[CH3:17])=[O:14])[CH:5]=1.[OH-].[Li+], predict the reaction product. The product is: [CH2:20]([N:12]([C:13]([O:15][C:16]([CH3:19])([CH3:18])[CH3:17])=[O:14])[C:6]1[CH:5]=[C:4]([CH:9]=[C:8]([O:10][CH3:11])[CH:7]=1)[C:3]([OH:23])=[O:2])[CH:21]=[CH2:22].